This data is from Catalyst prediction with 721,799 reactions and 888 catalyst types from USPTO. The task is: Predict which catalyst facilitates the given reaction. (1) Reactant: [NH2:1][C:2]1[C:7]([C:8]#[N:9])=[C:6]([O:10][CH2:11][CH3:12])[N:5]=[C:4]([NH2:13])[CH:3]=1.[C:14](Cl)(=[O:16])[CH3:15]. Product: [NH2:1][C:2]1[C:7]([C:8]#[N:9])=[C:6]([O:10][CH2:11][CH3:12])[N:5]=[C:4]([NH:13][C:14](=[O:16])[CH3:15])[CH:3]=1. The catalyst class is: 228. (2) Reactant: [F:1][C:2]1[C:7]([F:8])=[C:6]([O:9][CH2:10][CH3:11])[CH:5]=[C:4]([CH3:12])[C:3]=1[CH:13]=[CH:14][CH:15]1[CH2:20][CH2:19][CH:18]([CH:21]2[CH2:26][CH2:25][CH:24]([CH2:27][CH2:28][CH3:29])[CH2:23][CH2:22]2)[CH2:17][CH2:16]1.[H][H]. Product: [F:1][C:2]1[C:7]([F:8])=[C:6]([O:9][CH2:10][CH3:11])[CH:5]=[C:4]([CH3:12])[C:3]=1[CH2:13][CH2:14][CH:15]1[CH2:20][CH2:19][CH:18]([CH:21]2[CH2:26][CH2:25][CH:24]([CH2:27][CH2:28][CH3:29])[CH2:23][CH2:22]2)[CH2:17][CH2:16]1. The catalyst class is: 787. (3) Reactant: [CH:1]1([N:5]2[CH2:11][CH2:10][C:9]3[CH:12]=[CH:13][C:14]([CH:16]4[CH2:21][CH2:20][NH:19][CH2:18][CH2:17]4)=[CH:15][C:8]=3[CH2:7][CH2:6]2)[CH2:4][CH2:3][CH2:2]1.Br[C:23]1[CH:24]=[CH:25][C:26]([CH3:29])=[N:27][CH:28]=1.CC(C)([O-])C.[Na+].C1(P(C2CCCCC2)C2C=CC=CC=2C2C(N(C)C)=CC=CC=2)CCCCC1. Product: [CH:1]1([N:5]2[CH2:11][CH2:10][C:9]3[CH:12]=[CH:13][C:14]([CH:16]4[CH2:21][CH2:20][N:19]([C:23]5[CH:28]=[N:27][C:26]([CH3:29])=[CH:25][CH:24]=5)[CH2:18][CH2:17]4)=[CH:15][C:8]=3[CH2:7][CH2:6]2)[CH2:4][CH2:3][CH2:2]1. The catalyst class is: 62. (4) Reactant: O[CH:2]1[CH2:8][O:7][C:6]2[CH:9]=[CH:10][C:11]([I:13])=[CH:12][C:5]=2[N:4]2[N:14]=[C:15]([C:17]([O:19][CH2:20][CH3:21])=[O:18])[CH:16]=[C:3]12.COCCN(S(F)(F)[F:32])CCOC. Product: [F:32][CH:2]1[CH2:8][O:7][C:6]2[CH:9]=[CH:10][C:11]([I:13])=[CH:12][C:5]=2[N:4]2[N:14]=[C:15]([C:17]([O:19][CH2:20][CH3:21])=[O:18])[CH:16]=[C:3]12. The catalyst class is: 4. (5) Reactant: [CH3:1][N:2]1[C:9](=[O:10])[CH2:8][CH2:7][C@H:3]1[C:4]([OH:6])=O.ON1C2C=CC=CC=2N=N1.[Cl:21][C:22]1[CH:27]=[C:26]([F:28])[CH:25]=[CH:24][C:23]=1[CH2:29][NH2:30].C(N1CCOCC1)C.Cl.CN(C)CCCN=C=NCC. Product: [Cl:21][C:22]1[CH:27]=[C:26]([F:28])[CH:25]=[CH:24][C:23]=1[CH2:29][NH:30][C:4](=[O:6])[C@@H:3]1[CH2:7][CH2:8][C:9](=[O:10])[N:2]1[CH3:1]. The catalyst class is: 4. (6) Reactant: [N:1]1[N:2]=[C:3]([C:19]2[CH:24]=[CH:23][C:22]([CH2:25]O)=[CH:21][CH:20]=2)[N:4]2[C:10]=1[C:9]1[CH:11]=[CH:12][CH:13]=[CH:14][C:8]=1[NH:7][C:6]1[N:15]=[CH:16][CH:17]=[CH:18][C:5]2=1.S(Cl)([Cl:29])=O. Product: [Cl:29][CH2:25][C:22]1[CH:21]=[CH:20][C:19]([C:3]2[N:4]3[C:5]4[CH:18]=[CH:17][CH:16]=[N:15][C:6]=4[NH:7][C:8]4[CH:14]=[CH:13][CH:12]=[CH:11][C:9]=4[C:10]3=[N:1][N:2]=2)=[CH:24][CH:23]=1. The catalyst class is: 4. (7) Product: [CH:17]1[CH:16]=[CH:15][C:14]([N:7]([C:1]2[CH:2]=[CH:3][C:4]([Br:20])=[CH:5][CH:6]=2)[C:8]2[CH:13]=[CH:12][CH:11]=[CH:10][CH:9]=2)=[CH:19][CH:18]=1. Reactant: [C:1]1([N:7]([C:14]2[CH:19]=[CH:18][CH:17]=[CH:16][CH:15]=2)[C:8]2[CH:13]=[CH:12][CH:11]=[CH:10][CH:9]=2)[CH:6]=[CH:5][CH:4]=[CH:3][CH:2]=1.[Br:20]N1C(=O)CCC1=O. The catalyst class is: 13.